From a dataset of Reaction yield outcomes from USPTO patents with 853,638 reactions. Predict the reaction yield, written as a fraction of the theoretical maximum amount of product (1.0 means a 100% yield; for example, 0.34 means a 34% yield). (1) The catalyst is CO. The reactants are C[O:2][C:3](=[O:27])[CH2:4][C:5]1[CH:10]=[CH:9][C:8]([C:11]#[C:12][C:13]2[CH:14]=[C:15]3[C:20](=[CH:21][CH:22]=2)[O:19][C:18]([CH3:24])([CH3:23])[CH2:17][C:16]3([CH3:26])[CH3:25])=[CH:7][CH:6]=1.[OH-].[Na+]. The yield is 0.820. The product is [CH3:23][C:18]1([CH3:24])[CH2:17][C:16]([CH3:25])([CH3:26])[C:15]2[C:20](=[CH:21][CH:22]=[C:13]([C:12]#[C:11][C:8]3[CH:7]=[CH:6][C:5]([CH2:4][C:3]([OH:27])=[O:2])=[CH:10][CH:9]=3)[CH:14]=2)[O:19]1. (2) The reactants are [C:1]([O:5][C:6]([NH:8][C:9]1[CH:10]=[C:11]([C:15]([NH:17][C:18]2[N:19]=[C:20]([C:24]([NH:26][C:27]3[CH:28]=[C:29]([C:33]([NH:35][C:36]4[CH:37]=[C:38]([C:42]([OH:44])=O)[N:39]([CH3:41])[CH:40]=4)=[O:34])[N:30]([CH3:32])[CH:31]=3)=[O:25])[N:21]([CH3:23])[CH:22]=2)=[O:16])[N:12]([CH3:14])[CH:13]=1)=[O:7])([CH3:4])([CH3:3])[CH3:2].Cl.[N:46]1[CH:51]=[CH:50][CH:49]=[CH:48][C:47]=1[S:52][S:53][CH2:54][CH2:55][NH2:56].CCN(C(C)C)C(C)C.C(Cl)CCl. The catalyst is CC(N(C)C)=O. The product is [CH3:14][N:12]1[C:11]([C:15](=[O:16])[NH:17][C:18]2[N:19]=[C:20]([C:24](=[O:25])[NH:26][C:27]3[CH:28]=[C:29]([C:33](=[O:34])[NH:35][C:36]4[CH:37]=[C:38]([C:42](=[O:44])[NH:56][CH2:55][CH2:54][S:53][S:52][C:47]5[CH:48]=[CH:49][CH:50]=[CH:51][N:46]=5)[N:39]([CH3:41])[CH:40]=4)[N:30]([CH3:32])[CH:31]=3)[N:21]([CH3:23])[CH:22]=2)=[CH:10][C:9]([NH:8][C:6](=[O:7])[O:5][C:1]([CH3:2])([CH3:3])[CH3:4])=[CH:13]1. The yield is 0.680. (3) The reactants are [N:1]([O-])=O.[Na+].[C:5]([C:7]1[CH:15]=[C:14]2[C:10](C=C[NH:13]2)=[CH:9][CH:8]=1)#[N:6].Cl.CCO[C:20]([CH3:22])=[O:21]. No catalyst specified. The product is [CH:20]([C:22]1[C:10]2[C:14](=[CH:15][C:7]([C:5]#[N:6])=[CH:8][CH:9]=2)[NH:13][N:1]=1)=[O:21]. The yield is 1.00. (4) The reactants are [CH3:1][N:2]1[C:6]([C:7](OC)=[O:8])=[CH:5][C:4]([N+:11]([O-:13])=[O:12])=[N:3]1.[BH4-].[Li+]. The product is [CH3:1][N:2]1[C:6]([CH2:7][OH:8])=[CH:5][C:4]([N+:11]([O-:13])=[O:12])=[N:3]1. The catalyst is C1COCC1. The yield is 1.00. (5) The reactants are [C:1]([C:4]1[O:8][N:7]=[C:6]([C:9]([OH:11])=O)[CH:5]=1)(=[O:3])[CH3:2].[NH2:12][C@@H:13]([CH3:29])[CH2:14][N:15]1[CH:19]=[CH:18][C:17]([C:20]2[CH:27]=[CH:26][C:23]([C:24]#[N:25])=[C:22]([Cl:28])[CH:21]=2)=[N:16]1. No catalyst specified. The product is [C:1]([C:4]1[O:8][N:7]=[C:6]([C:9]([NH:12][C@@H:13]([CH3:29])[CH2:14][N:15]2[CH:19]=[CH:18][C:17]([C:20]3[CH:27]=[CH:26][C:23]([C:24]#[N:25])=[C:22]([Cl:28])[CH:21]=3)=[N:16]2)=[O:11])[CH:5]=1)(=[O:3])[CH3:2]. The yield is 0.305. (6) The reactants are [Cl:1][C:2]1[CH:7]=[CH:6][N:5]=[C:4]2[CH:8]=[CH:9][S:10][C:3]=12.C([Li])CCC.Br[C:17]1[N:22]=[CH:21][C:20]([CH2:23][N:24]([CH2:32][CH2:33][O:34][CH3:35])[C:25](=[O:31])[O:26][C:27]([CH3:30])([CH3:29])[CH3:28])=[CH:19][CH:18]=1.C([O-])(O)=O.[Na+]. The catalyst is C1COCC1.[Cl-].[Zn+2].[Cl-].CCOC(C)=O. The product is [Cl:1][C:2]1[CH:7]=[CH:6][N:5]=[C:4]2[CH:8]=[C:9]([C:17]3[N:22]=[CH:21][C:20]([CH2:23][N:24]([CH2:32][CH2:33][O:34][CH3:35])[C:25](=[O:31])[O:26][C:27]([CH3:28])([CH3:29])[CH3:30])=[CH:19][CH:18]=3)[S:10][C:3]=12. The yield is 0.720. (7) The reactants are [N+:1]([C:4]1[CH:5]=[N:6][CH:7]=[CH:8][C:9]=1[N:10]1[CH2:15][CH2:14][CH2:13][CH2:12][CH2:11]1)([O-])=O. The catalyst is C(O)C.[Pd]. The product is [N:10]1([C:9]2[CH:8]=[CH:7][N:6]=[CH:5][C:4]=2[NH2:1])[CH2:11][CH2:12][CH2:13][CH2:14][CH2:15]1. The yield is 0.930. (8) The reactants are [NH:1]1[CH2:7][C:5](=O)[NH:4][C:2]1=[O:3].[C:8](=[O:11])([O-])[O-].[K+].[K+].Br[CH2:15][CH2:16][CH2:17][CH:18]=[CH2:19]. The catalyst is CN(C)C=O. The product is [CH2:15]([C:7]1([CH2:5][CH2:18][CH2:17][CH:16]=[CH2:15])[NH:1][C:2](=[O:3])[NH:4][C:8]1=[O:11])[CH2:16][CH2:17][CH:18]=[CH2:19]. The yield is 0.810.